This data is from Reaction yield outcomes from USPTO patents with 853,638 reactions. The task is: Predict the reaction yield, written as a fraction of the theoretical maximum amount of product (1.0 means a 100% yield; for example, 0.34 means a 34% yield). The product is [C:1]([O:7][C:13]1[CH:12]=[CH:11][CH:10]=[C:9]([Cl:8])[CH:14]=1)(=[O:6])[CH2:2][CH2:3][C:4]#[CH:5]. The yield is 0.950. The reactants are [C:1]([OH:7])(=[O:6])[CH2:2][CH2:3][C:4]#[CH:5].[Cl:8][C:9]1[CH:10]=[C:11](O)[CH:12]=[CH:13][CH:14]=1. No catalyst specified.